From a dataset of Forward reaction prediction with 1.9M reactions from USPTO patents (1976-2016). Predict the product of the given reaction. (1) Given the reactants [CH3:1][O:2][C:3](=[O:39])[CH2:4][CH2:5][CH:6]([N:14]([CH2:21][C:22]1[N:23]=[C:24]2[C:29](=[N:30][CH:31]=1)[N:28]=[C:27]([NH:32][C:33](=[O:37])[CH:34]([CH3:36])[CH3:35])[NH:26][C:25]2=[O:38])[C:15](=[O:20])[C:16]([F:19])([F:18])[F:17])[C:7]([O:9]C(C)(C)C)=[O:8], predict the reaction product. The product is: [CH3:1][O:2][C:3](=[O:39])[CH2:4][CH2:5][CH:6]([N:14]([CH2:21][C:22]1[N:23]=[C:24]2[C:29](=[N:30][CH:31]=1)[N:28]=[C:27]([NH:32][C:33](=[O:37])[CH:34]([CH3:35])[CH3:36])[NH:26][C:25]2=[O:38])[C:15](=[O:20])[C:16]([F:19])([F:18])[F:17])[C:7]([OH:9])=[O:8]. (2) Given the reactants C(OC(=O)[N:7]([C:16]1[S:17][C@:18]2([CH2:33][N:34]3[C:38]([CH3:39])=[CH:37][N:36]=[N:35]3)[C@H:20]([C@:21]([C:25]3[CH:30]=[C:29](Br)[CH:28]=[CH:27][C:26]=3[F:32])([CH2:23][F:24])[N:22]=1)[CH2:19]2)COCC[Si](C)(C)C)(C)(C)C.[NH2:41]C1S[C@]2(CC#N)[C@H]([C@](C3C=C(N)C=CC=3F)(CF)N=1)C2, predict the reaction product. The product is: [NH2:41][C:29]1[CH:28]=[CH:27][C:26]([F:32])=[C:25]([C@:21]2([CH2:23][F:24])[C@H:20]3[C@:18]([CH2:33][N:34]4[C:38]([CH3:39])=[CH:37][N:36]=[N:35]4)([CH2:19]3)[S:17][C:16]([NH2:7])=[N:22]2)[CH:30]=1. (3) Given the reactants C1(O[C:8](=[O:32])[NH:9][C:10]2[CH:15]=[CH:14][C:13]([O:16][C:17]3[C:26]4[C:21](=[CH:22][C:23]([O:29][CH3:30])=[C:24]([O:27][CH3:28])[CH:25]=4)[N:20]=[CH:19][CH:18]=3)=[CH:12][C:11]=2[F:31])C=CC=CC=1.[NH2:33][C:34]1[S:35][CH:36]=[CH:37][N:38]=1.C(OCC)(=O)C.O, predict the reaction product. The product is: [CH3:28][O:27][C:24]1[CH:25]=[C:26]2[C:21](=[CH:22][C:23]=1[O:29][CH3:30])[N:20]=[CH:19][CH:18]=[C:17]2[O:16][C:13]1[CH:14]=[CH:15][C:10]([NH:9][C:8]([NH:33][C:34]2[S:35][CH:36]=[CH:37][N:38]=2)=[O:32])=[C:11]([F:31])[CH:12]=1. (4) Given the reactants [F:1][C:2]1[CH:7]=[CH:6][C:5](B(O)O)=[CH:4][CH:3]=1.[NH:11]1[CH:15]=[CH:14][CH:13]=[N:12]1, predict the reaction product. The product is: [F:1][C:2]1[CH:7]=[CH:6][C:5]([N:11]2[CH:15]=[CH:14][CH:13]=[N:12]2)=[CH:4][CH:3]=1.